This data is from NCI-60 drug combinations with 297,098 pairs across 59 cell lines. The task is: Regression. Given two drug SMILES strings and cell line genomic features, predict the synergy score measuring deviation from expected non-interaction effect. Drug 1: C(CC(=O)O)C(=O)CN.Cl. Drug 2: COCCOC1=C(C=C2C(=C1)C(=NC=N2)NC3=CC=CC(=C3)C#C)OCCOC.Cl. Cell line: OVCAR3. Synergy scores: CSS=16.4, Synergy_ZIP=-4.44, Synergy_Bliss=8.06, Synergy_Loewe=-0.0818, Synergy_HSA=2.97.